This data is from Reaction yield outcomes from USPTO patents with 853,638 reactions. The task is: Predict the reaction yield, written as a fraction of the theoretical maximum amount of product (1.0 means a 100% yield; for example, 0.34 means a 34% yield). (1) The reactants are C[O:2][C:3]([C:5]1[CH:6]=[CH:7][CH:8]=[C:9]2[C:14]=1[NH:13][CH:12]([C:15]1[CH:20]=[CH:19][CH:18]=[C:17]([N:21]3[CH2:26][CH2:25][N:24]([C:27]4[CH:32]=[CH:31][CH:30]=[CH:29][C:28]=4[CH3:33])[CH2:23][CH2:22]3)[CH:16]=1)[C:11]([CH3:35])([CH3:34])[CH2:10]2)=[O:4].O.[OH-].[Li+].O.Cl. The catalyst is CO.O1CCCC1. The product is [CH3:34][C:11]1([CH3:35])[CH2:10][C:9]2[C:14](=[C:5]([C:3]([OH:4])=[O:2])[CH:6]=[CH:7][CH:8]=2)[NH:13][CH:12]1[C:15]1[CH:20]=[CH:19][CH:18]=[C:17]([N:21]2[CH2:26][CH2:25][N:24]([C:27]3[CH:32]=[CH:31][CH:30]=[CH:29][C:28]=3[CH3:33])[CH2:23][CH2:22]2)[CH:16]=1. The yield is 0.310. (2) The reactants are [H-].C([Al+]CC(C)C)C(C)C.C(O[C:14](=O)[CH:15]([CH2:21][CH:22]([CH3:24])[CH3:23])[C:16]([O:18][CH2:19][CH3:20])=[O:17])C.[F:26][C:27]1[CH:34]=[CH:33][C:30]([CH2:31][NH2:32])=[CH:29][CH:28]=1.C([BH3-])#N.[Na+]. The catalyst is C1(C)C=CC=CC=1.ClCCl.C(O)C.C(O)(=O)C. The product is [CH2:19]([O:18][C:16](=[O:17])[CH:15]([CH2:14][NH:32][CH2:31][C:30]1[CH:33]=[CH:34][C:27]([F:26])=[CH:28][CH:29]=1)[CH2:21][CH:22]([CH3:23])[CH3:24])[CH3:20]. The yield is 0.280. (3) The reactants are [Cl-].O[NH3+:3].[C:4](=[O:7])([O-])[OH:5].[Na+].CS(C)=O.[F:13][CH2:14][C:15]1[N:16]([C:40]2[CH:45]=[CH:44][C:43]([O:46][CH3:47])=[CH:42][CH:41]=2)[C:17](=[O:39])[C:18]([CH2:24][C:25]2[CH:30]=[CH:29][C:28]([C:31]3[C:32]([C:37]#[N:38])=[CH:33][CH:34]=[CH:35][CH:36]=3)=[CH:27][CH:26]=2)=[C:19]([CH2:21][CH2:22][CH3:23])[N:20]=1. The yield is 0.360. The product is [F:13][CH2:14][C:15]1[N:16]([C:40]2[CH:41]=[CH:42][C:43]([O:46][CH3:47])=[CH:44][CH:45]=2)[C:17](=[O:39])[C:18]([CH2:24][C:25]2[CH:26]=[CH:27][C:28]([C:31]3[CH:36]=[CH:35][CH:34]=[CH:33][C:32]=3[C:37]3[NH:3][C:4](=[O:7])[O:5][N:38]=3)=[CH:29][CH:30]=2)=[C:19]([CH2:21][CH2:22][CH3:23])[N:20]=1. The catalyst is C(OCC)(=O)C. (4) The reactants are B(Br)(Br)Br.ClCCl.[Cl:8][C:9]1[CH:10]=[CH:11][C:12]([O:23]C)=[C:13]([CH:22]=1)[CH:14]=[CH:15][C:16]1[CH:21]=[CH:20][CH:19]=[CH:18][CH:17]=1. The catalyst is ClCCl.C(OCC)(=O)C. The product is [Cl:8][C:9]1[CH:10]=[CH:11][C:12]([OH:23])=[C:13]([CH:14]=[CH:15][C:16]2[CH:17]=[CH:18][CH:19]=[CH:20][CH:21]=2)[CH:22]=1. The yield is 0.454. (5) The reactants are [Cl:1][C:2]1[CH:3]=[CH:4][C:5]2[O:9][C:8]([C:10]([OH:12])=O)=[C:7]([CH3:13])[C:6]=2[C:14]=1[O:15][CH:16]([CH3:18])[CH3:17].[C:19]([O:23][C:24](=[O:46])[C@@H:25]([NH:29][S:30]([C:33]1[CH:38]=[CH:37][C:36]([C:39]2[CH:44]=[CH:43][C:42]([NH2:45])=[CH:41][CH:40]=2)=[CH:35][CH:34]=1)(=[O:32])=[O:31])[CH:26]([CH3:28])[CH3:27])([CH3:22])([CH3:21])[CH3:20].F[P-](F)(F)(F)(F)F.N1(O[P+](N(C)C)(N(C)C)N(C)C)C2C=CC=CC=2N=N1.C(N(CC)C(C)C)(C)C. The catalyst is [Cl-].[Na+].O.CN(C=O)C. The product is [C:19]([O:23][C:24](=[O:46])[C@@H:25]([NH:29][S:30]([C:33]1[CH:34]=[CH:35][C:36]([C:39]2[CH:40]=[CH:41][C:42]([NH:45][C:10]([C:8]3[O:9][C:5]4[CH:4]=[CH:3][C:2]([Cl:1])=[C:14]([O:15][CH:16]([CH3:18])[CH3:17])[C:6]=4[C:7]=3[CH3:13])=[O:12])=[CH:43][CH:44]=2)=[CH:37][CH:38]=1)(=[O:32])=[O:31])[CH:26]([CH3:28])[CH3:27])([CH3:21])([CH3:22])[CH3:20]. The yield is 0.980. (6) The reactants are Cl[CH2:2][CH2:3][C:4]([C:6]1[S:10][C:9]2[CH2:11][C:12]([CH3:15])([CH3:14])[CH2:13][C:8]=2[CH:7]=1)=[O:5].S(=O)(=O)(O)O.P([O-])([O-])(O)=O.[K+].[K+].C(OCC)(=O)C. The catalyst is O. The product is [CH3:14][C:12]1([CH3:15])[CH2:13][C:8]2[C:7]3[CH2:2][CH2:3][C:4](=[O:5])[C:6]=3[S:10][C:9]=2[CH2:11]1. The yield is 0.370.